Dataset: Reaction yield outcomes from USPTO patents with 853,638 reactions. Task: Predict the reaction yield, written as a fraction of the theoretical maximum amount of product (1.0 means a 100% yield; for example, 0.34 means a 34% yield). The reactants are [Cl:1][C:2]1[CH:3]=[C:4]([C@@H:12]([CH2:26][CH:27]2CC[CH2:29][CH2:28]2)[C:13]([NH:15][C:16]2[CH:20]=[CH:19][N:18]([CH2:21]CC(O)=O)[N:17]=2)=[O:14])[CH:5]=[CH:6][C:7]=1[S:8]([CH3:11])(=[O:10])=[O:9].[C:32](Cl)(=[O:36])[C:33](Cl)=O.NC1C=CN([CH2:44][C:45](C)([OH:47])[CH3:46])N=1.N1C(C)=CC=CC=1C. The catalyst is C(Cl)Cl. The product is [Cl:1][C:2]1[CH:3]=[C:4]([CH:12]([CH2:26][CH:27]2[CH2:33][CH2:32][O:36][CH2:29][CH2:28]2)[C:13]([NH:15][C:16]2[CH:20]=[CH:19][N:18]([CH2:21][C:45]([OH:47])([CH3:46])[CH3:44])[N:17]=2)=[O:14])[CH:5]=[CH:6][C:7]=1[S:8]([CH3:11])(=[O:9])=[O:10]. The yield is 0.570.